From a dataset of Orexin1 receptor HTS with 218,158 compounds and 233 confirmed actives. Binary Classification. Given a drug SMILES string, predict its activity (active/inactive) in a high-throughput screening assay against a specified biological target. (1) The molecule is s1nnc2cc(NC(=O)NC)ccc12. The result is 0 (inactive). (2) The molecule is Clc1c(CN2CC(CCC2)C(=O)c2cc3OCOc3cc2)c(F)ccc1. The result is 0 (inactive).